Dataset: Reaction yield outcomes from USPTO patents with 853,638 reactions. Task: Predict the reaction yield, written as a fraction of the theoretical maximum amount of product (1.0 means a 100% yield; for example, 0.34 means a 34% yield). (1) The reactants are [C:1]([N:5]1[C:9]([C:10]2[CH:15]=[CH:14][CH:13]=[CH:12][CH:11]=2)=[CH:8][C:7]([C:16](OCC)=[O:17])=[N:6]1)([CH3:4])([CH3:3])[CH3:2].CC(OI1(OC(C)=O)(OC(C)=O)OC(=O)C2C=CC=CC1=2)=O. The catalyst is ClCCl. The product is [C:1]([N:5]1[C:9]([C:10]2[CH:11]=[CH:12][CH:13]=[CH:14][CH:15]=2)=[CH:8][C:7]([CH:16]=[O:17])=[N:6]1)([CH3:4])([CH3:3])[CH3:2]. The yield is 0.920. (2) The reactants are [C:1]([O:8][CH3:9])(=[O:7])/[CH:2]=[CH:3]/[CH:4]=[CH:5]/[CH3:6].[Br:10]N1C(=O)CCC1=O. The catalyst is ClC1C=CC=CC=1. The product is [CH3:9][O:8][C:1](=[O:7])[CH:2]=[CH:3][CH:4]=[CH:5][CH2:6][Br:10]. The yield is 0.650. (3) The reactants are [NH:1]1[CH2:6][CH2:5][NH:4][CH2:3][CH2:2]1.[CH3:7][S+:8]([O-:16])[CH2:9][CH2:10][CH2:11][CH2:12][N:13]=[C:14]=[S:15].Cl[CH2:18]Cl. No catalyst specified. The product is [CH3:18][N:1]1[CH2:6][CH2:5][N:4]([C:14](=[S:15])[NH:13][CH2:12][CH2:11][CH2:10][CH2:9][S:8]([CH3:7])=[O:16])[CH2:3][CH2:2]1. The yield is 0.970. (4) The reactants are C(OC(=O)COC1C=CC(Cl)=CC=1[C:16]#[C:17][Si:18]([CH3:21])([CH3:20])[CH3:19])(C)(C)C.Br[C:24]1[CH:29]=[C:28]([S:30]([CH2:33][CH2:34][CH3:35])(=[O:32])=[O:31])[CH:27]=[CH:26][C:25]=1[F:36]. No catalyst specified. The product is [F:36][C:25]1[CH:26]=[CH:27][C:28]([S:30]([CH2:33][CH2:34][CH3:35])(=[O:32])=[O:31])=[CH:29][C:24]=1[C:16]#[C:17][Si:18]([CH3:21])([CH3:20])[CH3:19]. The yield is 0.970. (5) The reactants are C(Cl)(=O)C(Cl)=O.CS(C)=O.[F:11][C:12]([F:30])([F:29])[CH:13]([OH:28])[CH2:14][C:15]1([CH3:27])[C:24]2[C:19](=[CH:20][CH:21]=[C:22]([S:25][CH3:26])[CH:23]=2)[O:18][CH2:17][CH2:16]1.C(N(CC)CC)C. The catalyst is C(Cl)Cl. The product is [F:30][C:12]([F:11])([F:29])[C:13](=[O:28])[CH2:14][C:15]1([CH3:27])[C:24]2[C:19](=[CH:20][CH:21]=[C:22]([S:25][CH3:26])[CH:23]=2)[O:18][CH2:17][CH2:16]1. The yield is 0.940.